From a dataset of Forward reaction prediction with 1.9M reactions from USPTO patents (1976-2016). Predict the product of the given reaction. (1) The product is: [CH3:32][NH:33][CH2:12][CH:13]1[CH2:17][C:16]2[CH:18]=[CH:19][CH:20]=[C:21]([C:22]3[CH:27]=[CH:26][C:25]([O:28][CH3:29])=[CH:24][C:23]=3[O:30][CH3:31])[C:15]=2[O:14]1. Given the reactants CC1C=CC(S(O[CH2:12][CH:13]2[CH2:17][C:16]3[CH:18]=[CH:19][CH:20]=[C:21]([C:22]4[CH:27]=[CH:26][C:25]([O:28][CH3:29])=[CH:24][C:23]=4[O:30][CH3:31])[C:15]=3[O:14]2)(=O)=O)=CC=1.[CH3:32][NH2:33], predict the reaction product. (2) Given the reactants CCN=C=NCCCN(C)C.Cl.[CH3:13][NH:14][CH2:15][C:16]1[S:24][C:23]2[N:22]=[CH:21][CH:20]=[CH:19][C:18]=2[CH:17]=1.[NH2:25][C:26]1[N:31]=[CH:30][C:29](/[CH:32]=[CH:33]/[C:34]([OH:36])=O)=[CH:28][CH:27]=1.C1C=CC2N(O)N=NC=2C=1.C(N(CC)CC)C, predict the reaction product. The product is: [NH2:25][C:26]1[N:31]=[CH:30][C:29](/[CH:32]=[CH:33]/[C:34]([N:14]([CH3:13])[CH2:15][C:16]2[S:24][C:23]3[N:22]=[CH:21][CH:20]=[CH:19][C:18]=3[CH:17]=2)=[O:36])=[CH:28][CH:27]=1. (3) Given the reactants C1(O)C=CC=CC=1.S(OC)(OC)(=O)=O.[CH:15]1[CH:16]=[C:17]2[C:22]3=[C:23]([C:25]([O:27]C(=O)[C:21]3=[CH:20][CH:19]=[CH:18]2)=[O:26])[CH:24]=1.[Br:30]Br, predict the reaction product. The product is: [CH:21]1[C:22]2[C:17](=[CH:16][CH:15]=[CH:24][CH:23]=2)[CH:18]=[CH:19][CH:20]=1.[Br:30][C:15]1[CH:24]=[C:23]([C:25]([OH:27])=[O:26])[C:22]2[C:17]([CH:16]=1)=[CH:18][CH:19]=[CH:20][CH:21]=2. (4) Given the reactants [Br:1][CH2:2][CH2:3][CH2:4][CH2:5][CH2:6][CH2:7][CH2:8][CH2:9][O:10][C:11]1[CH:16]=[CH:15][CH:14]=[C:13](C)[CH:12]=1.[F:18]C1C=CC=CC=1O.BrCCCCCCCCBr.C([O-])([O-])=O.[K+].[K+], predict the reaction product. The product is: [Br:1][CH2:2][CH2:3][CH2:4][CH2:5][CH2:6][CH2:7][CH2:8][CH2:9][O:10][C:11]1[CH:16]=[CH:15][CH:14]=[CH:13][C:12]=1[F:18].